This data is from Forward reaction prediction with 1.9M reactions from USPTO patents (1976-2016). The task is: Predict the product of the given reaction. (1) Given the reactants [H-].[Na+].[I-].[CH3:4][S+](C)(C)=O.[CH2:9]([N:16]1[CH2:21][CH2:20][C:19](=[O:22])[CH2:18][CH2:17]1)[C:10]1[CH:15]=[CH:14][CH:13]=[CH:12][CH:11]=1, predict the reaction product. The product is: [CH2:9]([N:16]1[CH2:21][CH2:20][C:19]2([O:22][CH2:4]2)[CH2:18][CH2:17]1)[C:10]1[CH:11]=[CH:12][CH:13]=[CH:14][CH:15]=1. (2) Given the reactants [Cl:1][C:2]1[CH:3]=[CH:4][C:5]([NH:8][C:9](=[O:24])[C:10]2[CH:15]=[CH:14][CH:13]=[CH:12][C:11]=2[NH:16][CH2:17][CH:18]2[CH2:23][CH2:22][NH:21][CH2:20][CH2:19]2)=[N:6][CH:7]=1.ClC(Cl)C.[CH:29]1([CH:32]=O)[CH2:31][CH2:30]1.C(O[BH-](OC(=O)C)OC(=O)C)(=O)C.[Na+], predict the reaction product. The product is: [Cl:1][C:2]1[CH:3]=[CH:4][C:5]([NH:8][C:9](=[O:24])[C:10]2[CH:15]=[CH:14][CH:13]=[CH:12][C:11]=2[NH:16][CH2:17][CH:18]2[CH2:19][CH2:20][N:21]([CH2:32][CH:29]3[CH2:31][CH2:30]3)[CH2:22][CH2:23]2)=[N:6][CH:7]=1. (3) Given the reactants [Br:1][C:2]1[CH:21]=[CH:20][C:5]([O:6][CH2:7][CH:8]2[CH2:13][CH2:12][N:11]([CH2:14][C:15]3(O)[CH2:18][CH2:17][CH2:16]3)[CH2:10][CH2:9]2)=[CH:4][CH:3]=1.CCN(S(F)(F)[F:28])CC.C([O-])(O)=O.[Na+], predict the reaction product. The product is: [Br:1][C:2]1[CH:21]=[CH:20][C:5]([O:6][CH2:7][CH:8]2[CH2:13][CH2:12][N:11]([CH2:14][C:15]3([F:28])[CH2:18][CH2:17][CH2:16]3)[CH2:10][CH2:9]2)=[CH:4][CH:3]=1. (4) Given the reactants [C:1]([OH:7])([C:3]([F:6])([F:5])[F:4])=[O:2].[CH3:8][O:9][C:10](=[O:29])[C@H:11]([CH:26]([CH3:28])[CH3:27])[NH:12][C:13](=[O:25])[C:14]([CH3:24])([CH3:23])[NH:15]C(OC(C)(C)C)=O, predict the reaction product. The product is: [F:4][C:3]([F:6])([F:5])[C:1]([OH:7])=[O:2].[CH3:8][O:9][C:10](=[O:29])[C@H:11]([CH:26]([CH3:27])[CH3:28])[NH:12][C:13](=[O:25])[C:14]([CH3:24])([CH3:23])[NH2:15].